Dataset: Full USPTO retrosynthesis dataset with 1.9M reactions from patents (1976-2016). Task: Predict the reactants needed to synthesize the given product. (1) Given the product [CH:4]1([C@H:10]([NH:15][C:16]([C:18]2[CH:23]=[CH:22][C:21]([F:24])=[CH:20][C:19]=2[NH:25][C:26]([NH:28][C:29]2[C:34]([CH3:35])=[CH:33][C:32]([CH2:36][CH:37]3[CH2:39][CH2:38]3)=[CH:31][C:30]=2[CH3:40])=[O:27])=[O:17])[C:11]([OH:13])=[O:12])[CH2:5][CH2:6][CH2:7][CH2:8][CH2:9]1, predict the reactants needed to synthesize it. The reactants are: O.[OH-].[Li+].[CH:4]1([C@H:10]([NH:15][C:16]([C:18]2[CH:23]=[CH:22][C:21]([F:24])=[CH:20][C:19]=2[NH:25][C:26]([NH:28][C:29]2[C:34]([CH3:35])=[CH:33][C:32]([CH2:36][CH:37]3[CH2:39][CH2:38]3)=[CH:31][C:30]=2[CH3:40])=[O:27])=[O:17])[C:11]([O:13]C)=[O:12])[CH2:9][CH2:8][CH2:7][CH2:6][CH2:5]1.CO.Cl. (2) Given the product [CH3:26][C:22]1[CH:21]=[C:20]([C:18]2[O:17][N:16]=[C:2]([C@H:3]3[CH2:8][C@@H:7]4[C@@H:5]([CH2:6]4)[N:4]3[C:9]([O:11][C:12]([CH3:15])([CH3:14])[CH3:13])=[O:10])[CH:19]=2)[CH:25]=[CH:24][CH:23]=1, predict the reactants needed to synthesize it. The reactants are: Cl[C:2](=[N:16][OH:17])[C@H:3]1[CH2:8][C@@H:7]2[C@@H:5]([CH2:6]2)[N:4]1[C:9]([O:11][C:12]([CH3:15])([CH3:14])[CH3:13])=[O:10].[C:18]([C:20]1[CH:25]=[CH:24][CH:23]=[C:22]([CH3:26])[CH:21]=1)#[CH:19]. (3) Given the product [Cl:22][C:18]1[CH:17]=[C:16]([C:15]2[S:14][C:13]([CH3:23])=[N:12][C:11]=2[C:9]([N:8]2[CH2:7][C@H:6]3[C@H:4]([CH2:5]3)[C@H:3]2[CH2:2][NH:1][C:29](=[O:30])[C:28]2[CH:32]=[CH:33][CH:34]=[C:26]([C:25]([F:24])([F:35])[F:36])[CH:27]=2)=[O:10])[CH:21]=[CH:20][CH:19]=1, predict the reactants needed to synthesize it. The reactants are: [NH2:1][CH2:2][C@H:3]1[N:8]([C:9]([C:11]2[N:12]=[C:13]([CH3:23])[S:14][C:15]=2[C:16]2[CH:21]=[CH:20][CH:19]=[C:18]([Cl:22])[CH:17]=2)=[O:10])[CH2:7][C@H:6]2[C@@H:4]1[CH2:5]2.[F:24][C:25]([F:36])([F:35])[C:26]1[CH:27]=[C:28]([CH:32]=[CH:33][CH:34]=1)[C:29](O)=[O:30].